The task is: Predict which catalyst facilitates the given reaction.. This data is from Catalyst prediction with 721,799 reactions and 888 catalyst types from USPTO. (1) Reactant: [C@@H:1]1([NH:10][C:11]2[N:16]=[CH:15][N:14]=[C:13]([NH:17][C@@H:18]3[CH2:22][C@H:21]([CH2:23][O:24][S:25]([NH:28]C(=O)OC(C)(C)C)(=[O:27])=[O:26])[C@@H:20]([OH:36])[CH2:19]3)[CH:12]=2)[C:9]2[C:4](=[CH:5][CH:6]=[CH:7][CH:8]=2)[CH2:3][CH2:2]1.FC(F)(F)C(O)=O. The catalyst class is: 2. Product: [S:25](=[O:27])(=[O:26])([O:24][CH2:23][C@H:21]1[CH2:22][C@@H:18]([NH:17][C:13]2[CH:12]=[C:11]([NH:10][C@@H:1]3[C:9]4[C:4](=[CH:5][CH:6]=[CH:7][CH:8]=4)[CH2:3][CH2:2]3)[N:16]=[CH:15][N:14]=2)[CH2:19][C@@H:20]1[OH:36])[NH2:28]. (2) Reactant: [CH:1]([O:4][C:5]1[CH:13]=[CH:12][C:8]([C:9]([OH:11])=O)=[CH:7][C:6]=1[C:14]([F:17])([F:16])[F:15])([CH3:3])[CH3:2].C1C=CC2N(O)N=NC=2C=1.CCN=C=NCCCN(C)C.O[N:40]=[C:41]([C:43]1[C:44]2[CH2:45][CH2:46][CH:47]([OH:52])[C:48]=2[CH:49]=[CH:50][CH:51]=1)[NH2:42].[Na+].[Cl-]. Product: [CH:1]([O:4][C:5]1[CH:13]=[CH:12][C:8]([C:9]2[O:11][N:42]=[C:41]([C:43]3[CH:51]=[CH:50][CH:49]=[C:48]4[C:44]=3[CH2:45][CH2:46][CH:47]4[OH:52])[N:40]=2)=[CH:7][C:6]=1[C:14]([F:17])([F:16])[F:15])([CH3:2])[CH3:3]. The catalyst class is: 3.